This data is from Catalyst prediction with 721,799 reactions and 888 catalyst types from USPTO. The task is: Predict which catalyst facilitates the given reaction. Reactant: [CH3:1][N:2]1[C:10]2[C:5](=[CH:6][C:7]([C:11]([O:13]C)=[O:12])=[CH:8][CH:9]=2)[CH:4]=[CH:3]1.[OH-].[Na+]. Product: [CH3:1][N:2]1[C:10]2[C:5](=[CH:6][C:7]([C:11]([OH:13])=[O:12])=[CH:8][CH:9]=2)[CH:4]=[CH:3]1. The catalyst class is: 5.